Dataset: Forward reaction prediction with 1.9M reactions from USPTO patents (1976-2016). Task: Predict the product of the given reaction. (1) Given the reactants [CH3:1][O:2][C:3]1[CH:8]=[C:7]([N:9]2[CH2:14][CH2:13][O:12][CH2:11][CH2:10]2)[C:6]([N+:15]([O-])=O)=[CH:5][C:4]=1[NH:18][C:19]1[N:24]=[C:23]([N:25]2[CH:29]=[C:28]([CH:30]=O)[C:27]([CH3:32])=[N:26]2)[CH:22]=[CH:21][N:20]=1.[CH3:33][NH:34][CH3:35], predict the reaction product. The product is: [CH3:33][N:34]([CH2:30][C:28]1[C:27]([CH3:32])=[N:26][N:25]([C:23]2[CH:22]=[CH:21][N:20]=[C:19]([NH:18][C:4]3[C:3]([O:2][CH3:1])=[CH:8][C:7]([N:9]4[CH2:14][CH2:13][O:12][CH2:11][CH2:10]4)=[C:6]([NH:15][C:3](=[O:2])[CH:4]=[CH2:5])[CH:5]=3)[N:24]=2)[CH:29]=1)[CH3:35]. (2) Given the reactants Br[C:2]1[CH:11]=[CH:10][C:5]([C:6]([O:8][CH3:9])=[O:7])=[CH:4][CH:3]=1.[CH:12]([C:14]1[CH:15]=[C:16](B(O)O)[CH:17]=[CH:18][C:19]=1[O:20][CH3:21])=[O:13], predict the reaction product. The product is: [CH:12]([C:14]1[CH:15]=[C:16]([C:2]2[CH:11]=[CH:10][C:5]([C:6]([O:8][CH3:9])=[O:7])=[CH:4][CH:3]=2)[CH:17]=[CH:18][C:19]=1[O:20][CH3:21])=[O:13]. (3) Given the reactants [NH:1]1[CH2:5][CH2:4][C@H:3](/[CH:6]=[CH:7]/[C:8]2[CH:9]=[N:10][CH:11]=[C:12]([O:14][CH:15]3[CH2:20][CH2:19][O:18][CH2:17][CH2:16]3)[CH:13]=2)[CH2:2]1.[C:21]1([CH3:48])[CH:26]=[CH:25][C:24]([C:27]([C@:29]([C:45]([OH:47])=[O:46])([OH:44])[C@:30]([C:35]([C:37]2[CH:42]=[CH:41][C:40]([CH3:43])=[CH:39][CH:38]=2)=[O:36])([OH:34])[C:31]([OH:33])=[O:32])=[O:28])=[CH:23][CH:22]=1, predict the reaction product. The product is: [C:21]1([CH3:48])[CH:26]=[CH:25][C:24]([C:27]([C@:29]([C:45]([OH:47])=[O:46])([OH:44])[C@:30]([C:35]([C:37]2[CH:38]=[CH:39][C:40]([CH3:43])=[CH:41][CH:42]=2)=[O:36])([OH:34])[C:31]([OH:33])=[O:32])=[O:28])=[CH:23][CH:22]=1.[NH:1]1[CH2:5][CH2:4][C@H:3](/[CH:6]=[CH:7]/[C:8]2[CH:9]=[N:10][CH:11]=[C:12]([O:14][CH:15]3[CH2:20][CH2:19][O:18][CH2:17][CH2:16]3)[CH:13]=2)[CH2:2]1. (4) Given the reactants [C:1]([C:3]1[CH:8]=[CH:7][C:6]([N:9]([CH3:11])[CH3:10])=[CH:5][CH:4]=1)#[CH:2].[CH3:12][O:13][C:14]1[CH:15]=[C:16]([N:24]=[N+:25]=[N-:26])[CH:17]=[C:18]([O:22][CH3:23])[C:19]=1[O:20][CH3:21], predict the reaction product. The product is: [CH3:12][O:13][C:14]1[CH:15]=[C:16]([N:24]2[C:1]([C:3]3[CH:8]=[CH:7][C:6]([N:9]([CH3:11])[CH3:10])=[CH:5][CH:4]=3)=[CH:2][N:26]=[N:25]2)[CH:17]=[C:18]([O:22][CH3:23])[C:19]=1[O:20][CH3:21]. (5) Given the reactants C(OC(N1CCC2N(C)C3C(C(F)(F)F)=CC(NC4C=CC=CN=4)=CC=3C2C1)=O)(C)(C)C.C(OC([N:40]1[CH2:56][CH2:55][C@@H:43]2[N:44]([CH3:54])[C:45]3[C:46]([C:52]#[N:53])=[CH:47][C:48](Br)=[CH:49][C:50]=3[C@@H:42]2[CH2:41]1)=O)(C)(C)C.[Cl:57][C:58]1[C:63]([NH2:64])=[C:62]([C:65]([F:68])([F:67])[F:66])[CH:61]=[C:60]([Cl:69])[N:59]=1.CC([O-])(C)C.[Na+], predict the reaction product. The product is: [Cl:57][C:58]1[C:63]([NH:64][C:48]2[CH:49]=[C:50]3[C:45](=[C:46]([C:52]#[N:53])[CH:47]=2)[N:44]([CH3:54])[C@H:43]2[CH2:55][CH2:56][NH:40][CH2:41][C@@H:42]32)=[C:62]([C:65]([F:66])([F:67])[F:68])[CH:61]=[C:60]([Cl:69])[N:59]=1.